Dataset: Catalyst prediction with 721,799 reactions and 888 catalyst types from USPTO. Task: Predict which catalyst facilitates the given reaction. (1) Reactant: C(OC(=O)[NH:7][C@@H:8]([C:10]1[CH:15]=[CH:14][CH:13]=[C:12]([N:16]2[CH2:21][CH2:20][N:19]([CH3:22])[CH2:18][CH2:17]2)[CH:11]=1)[CH3:9])(C)(C)C.Cl. Product: [CH3:22][N:19]1[CH2:20][CH2:21][N:16]([C:12]2[CH:11]=[C:10]([C@H:8]([NH2:7])[CH3:9])[CH:15]=[CH:14][CH:13]=2)[CH2:17][CH2:18]1. The catalyst class is: 12. (2) Reactant: [Li+].[OH-].[CH3:3][C:4]1[N:8]([CH2:9][C:10]2[CH:15]=[CH:14][CH:13]=[C:12]([C:16]([F:19])([F:18])[F:17])[C:11]=2[CH3:20])[C:7]2[CH:21]=[C:22]([N:29]3[CH2:34][CH2:33][O:32][CH2:31][CH2:30]3)[CH:23]=[C:24]([C:25]([O:27]C)=[O:26])[C:6]=2[N:5]=1. Product: [CH3:3][C:4]1[N:8]([CH2:9][C:10]2[CH:15]=[CH:14][CH:13]=[C:12]([C:16]([F:18])([F:17])[F:19])[C:11]=2[CH3:20])[C:7]2[CH:21]=[C:22]([N:29]3[CH2:30][CH2:31][O:32][CH2:33][CH2:34]3)[CH:23]=[C:24]([C:25]([OH:27])=[O:26])[C:6]=2[N:5]=1. The catalyst class is: 1. (3) Reactant: C1([CH2:7][C:8](=O)[C:9]([OH:11])=[O:10])C=CC=CC=1.[C:13]1(CC(=O)C(O)=O)[C:22]2[C:17](=[CH:18][CH:19]=[CH:20][CH:21]=2)[CH:16]=[CH:15][CH:14]=1.S([O-])([O-])(=O)=O.[NH4+].[NH4+].C1[N:37]=C(N)C2N=CN([C@@H]3O[C@H](COP(OP(OC[C@H]4O[C@@H](N5C=C(C(N)=O)CC=C5)[C@H](O)[C@@H]4O)(O)=O)(O)=O)[C@@H](O)[C@H]3O)C=2N=1. Product: [CH:21]1[C:22]2[C:17](=[CH:16][CH:15]=[CH:14][CH:13]=2)[CH:18]=[CH:19][C:20]=1[NH:37][C@H:8]([C:9]([OH:11])=[O:10])[CH3:7]. The catalyst class is: 813.